Dataset: NCI-60 drug combinations with 297,098 pairs across 59 cell lines. Task: Regression. Given two drug SMILES strings and cell line genomic features, predict the synergy score measuring deviation from expected non-interaction effect. (1) Drug 1: CCC(=C(C1=CC=CC=C1)C2=CC=C(C=C2)OCCN(C)C)C3=CC=CC=C3.C(C(=O)O)C(CC(=O)O)(C(=O)O)O. Drug 2: CC1=C(C(=CC=C1)Cl)NC(=O)C2=CN=C(S2)NC3=CC(=NC(=N3)C)N4CCN(CC4)CCO. Cell line: RXF 393. Synergy scores: CSS=14.3, Synergy_ZIP=8.92, Synergy_Bliss=13.9, Synergy_Loewe=4.99, Synergy_HSA=7.34. (2) Synergy scores: CSS=54.6, Synergy_ZIP=0.0148, Synergy_Bliss=-0.637, Synergy_Loewe=-24.1, Synergy_HSA=3.54. Drug 2: B(C(CC(C)C)NC(=O)C(CC1=CC=CC=C1)NC(=O)C2=NC=CN=C2)(O)O. Cell line: COLO 205. Drug 1: CN(C(=O)NC(C=O)C(C(C(CO)O)O)O)N=O.